This data is from Forward reaction prediction with 1.9M reactions from USPTO patents (1976-2016). The task is: Predict the product of the given reaction. Given the reactants [F:1][C:2]1[CH:3]=[C:4]([CH:19]=[CH:20][C:21]=1[F:22])[CH2:5][NH:6][C:7](=[O:18])[C:8]1[CH:13]=[CH:12][CH:11]=[N:10][C:9]=1[NH:14][CH2:15][C:16]#[CH:17].[N:23]([C:26]1[CH:27]=[C:28]2[C:33](=[CH:34][CH:35]=1)[N:32]=[CH:31][N:30]=[C:29]2[NH:36][CH2:37][C:38]1[CH:43]=[CH:42][C:41]([O:44][CH3:45])=[CH:40][C:39]=1[O:46][CH3:47])=[N+:24]=[N-:25].O=C1O[C@H]([C@H](CO)O)C([O-])=C1O.[Na+], predict the reaction product. The product is: [F:1][C:2]1[CH:3]=[C:4]([CH:19]=[CH:20][C:21]=1[F:22])[CH2:5][NH:6][C:7](=[O:18])[C:8]1[CH:13]=[CH:12][CH:11]=[N:10][C:9]=1[NH:14][CH2:15][C:16]1[N:25]=[N:24][N:23]([C:26]2[CH:27]=[C:28]3[C:33](=[CH:34][CH:35]=2)[N:32]=[CH:31][N:30]=[C:29]3[NH:36][CH2:37][C:38]2[CH:43]=[CH:42][C:41]([O:44][CH3:45])=[CH:40][C:39]=2[O:46][CH3:47])[CH:17]=1.